Dataset: Peptide-MHC class I binding affinity with 185,985 pairs from IEDB/IMGT. Task: Regression. Given a peptide amino acid sequence and an MHC pseudo amino acid sequence, predict their binding affinity value. This is MHC class I binding data. (1) The binding affinity (normalized) is 0. The peptide sequence is NTQGYFPDWQ. The MHC is HLA-A30:01 with pseudo-sequence HLA-A30:01. (2) The peptide sequence is RPVFARLPF. The MHC is HLA-A02:01 with pseudo-sequence HLA-A02:01. The binding affinity (normalized) is 0.0847. (3) The peptide sequence is TRDPNLAYI. The MHC is HLA-C04:01 with pseudo-sequence HLA-C04:01. The binding affinity (normalized) is 0.0847.